From a dataset of Forward reaction prediction with 1.9M reactions from USPTO patents (1976-2016). Predict the product of the given reaction. (1) Given the reactants [O:1]1[CH2:6][CH2:5][CH2:4][O:3][CH:2]1[C:7]1[CH:12]=[CH:11][C:10]([C:13]2[S:14][C:15]3[C:20]([N:21]=2)=[CH:19][CH:18]=[C:17](Cl)[N:16]=3)=[C:9]([F:23])[CH:8]=1.C1COCC1.[Br-].[CH2:30]([Zn+])[C:31]1[CH:36]=[CH:35][CH:34]=[CH:33][CH:32]=1, predict the reaction product. The product is: [O:1]1[CH2:6][CH2:5][CH2:4][O:3][CH:2]1[C:7]1[CH:12]=[CH:11][C:10]([C:13]2[S:14][C:15]3[C:20]([N:21]=2)=[CH:19][CH:18]=[C:17]([CH2:30][C:31]2[CH:36]=[CH:35][CH:34]=[CH:33][CH:32]=2)[N:16]=3)=[C:9]([F:23])[CH:8]=1. (2) Given the reactants [Cl:1][C:2]1[CH:7]=[C:6]([CH2:8][S:9]([CH3:11])=[O:10])[CH:5]=[C:4]([CH:12]([F:14])[F:13])[N:3]=1.[F:15][C:16]([F:21])([F:20])[C:17]([NH2:19])=[O:18].[O-2].[Mg+2].C(O)(=O)C.C(O)(=O)C.IC1C=CC=CC=1, predict the reaction product. The product is: [Cl:1][C:2]1[CH:7]=[C:6]([CH2:8][S:9]([CH3:11])(=[O:10])=[N:19][C:17](=[O:18])[C:16]([F:21])([F:20])[F:15])[CH:5]=[C:4]([CH:12]([F:14])[F:13])[N:3]=1. (3) Given the reactants [C:1]([O:5][C:6]([NH:8][C:9]1([C:15]([O:17][CH3:18])=[O:16])[CH2:14][CH2:13][NH:12][CH2:11][CH2:10]1)=[O:7])([CH3:4])([CH3:3])[CH3:2].Cl[C:20]1[N:25]=[CH:24][C:23]([B:26]([OH:28])[OH:27])=[CH:22][N:21]=1, predict the reaction product. The product is: [C:1]([O:5][C:6]([NH:8][C:9]1([C:15]([O:17][CH3:18])=[O:16])[CH2:14][CH2:13][N:12]([C:20]2[N:25]=[CH:24][C:23]([B:26]([OH:28])[OH:27])=[CH:22][N:21]=2)[CH2:11][CH2:10]1)=[O:7])([CH3:4])([CH3:3])[CH3:2]. (4) Given the reactants [NH2:1][C:2]1[CH:24]=[CH:23][C:5]([O:6][C:7]2[C:16]3[C:11](=[CH:12][C:13]([O:17][CH2:18][C:19]([CH3:22])([OH:21])[CH3:20])=[CH:14][CH:15]=3)[N:10]=[CH:9][CH:8]=2)=[C:4]([F:25])[CH:3]=1.[CH3:26][N:27]1[C:31]([CH3:32])=[C:30]([C:33](O)=[O:34])[C:29](=[O:36])[N:28]1[C:37]1[CH:42]=[CH:41][CH:40]=[CH:39][CH:38]=1.C1C=NC2N(O)N=NC=2C=1.CCN=C=NCCCN(C)C, predict the reaction product. The product is: [F:25][C:4]1[CH:3]=[C:2]([NH:1][C:33]([C:30]2[C:29](=[O:36])[N:28]([C:37]3[CH:38]=[CH:39][CH:40]=[CH:41][CH:42]=3)[N:27]([CH3:26])[C:31]=2[CH3:32])=[O:34])[CH:24]=[CH:23][C:5]=1[O:6][C:7]1[C:16]2[C:11](=[CH:12][C:13]([O:17][CH2:18][C:19]([OH:21])([CH3:22])[CH3:20])=[CH:14][CH:15]=2)[N:10]=[CH:9][CH:8]=1. (5) Given the reactants Cl[C:2]1C(C(N)=O)=CN=C(Cl)[CH:3]=1.[C:12]1([CH3:26])[CH:17]=[CH:16][C:15]([O:18][C:19]2[CH:24]=[CH:23][C:22]([OH:25])=[CH:21][CH:20]=2)=[CH:14][CH:13]=1.C(OC(=O)N[C@H]1CCNC1)(C)(C)C.C(O)(=O)C=C.[C:45]([C:48]1[CH:49]=[CH:50][C:51]([C:68]2[CH2:73][CH2:72][N:71]([C:74]([O:76]C(C)(C)C)=O)[CH2:70]C=2)=[N:52][C:53]=1NC1C=CC(CCN2CCCC2)=CC=1)(=[O:47])[NH2:46], predict the reaction product. The product is: [C:74]([N:71]1[CH2:72][CH2:73][CH:68]([C:51]2[CH:50]=[C:49]([O:25][C:22]3[CH:23]=[CH:24][C:19]([O:18][C:15]4[CH:14]=[CH:13][C:12]([CH3:26])=[CH:17][CH:16]=4)=[CH:20][CH:21]=3)[C:48]([C:45]([NH2:46])=[O:47])=[CH:53][N:52]=2)[CH2:70]1)(=[O:76])[CH:2]=[CH2:3].